Dataset: Forward reaction prediction with 1.9M reactions from USPTO patents (1976-2016). Task: Predict the product of the given reaction. (1) Given the reactants [F:1][C:2]1[CH:17]=[C:16]([CH:18]=O)[CH:15]=[CH:14][C:3]=1[O:4][C:5]1[N:6]=[CH:7][C:8]([C:11]([NH2:13])=[O:12])=[N:9][CH:10]=1.[CH3:20][C:21]([CH3:26])([CH3:25])[CH2:22][CH2:23][NH2:24].[BH4-].[Na+], predict the reaction product. The product is: [CH3:20][C:21]([CH3:26])([CH3:25])[CH2:22][CH2:23][NH:24][CH2:18][C:16]1[CH:15]=[CH:14][C:3]([O:4][C:5]2[N:6]=[CH:7][C:8]([C:11]([NH2:13])=[O:12])=[N:9][CH:10]=2)=[C:2]([F:1])[CH:17]=1. (2) Given the reactants [NH:1]1[C:5]2[CH:6]=[CH:7][CH:8]=[CH:9][C:4]=2[N:3]=[C:2]1[CH:10]([NH:20][C:21]([NH:23]CC1C=CC=CC=1OC)=[O:22])[CH2:11][C:12]1[CH:17]=[CH:16][C:15]([O:18][CH3:19])=[CH:14][CH:13]=1.[CH3:33][N:34]1[CH2:39][CH2:38][CH:37](N)[CH2:36][CH2:35]1.C(O)(C(F)(F)F)=O, predict the reaction product. The product is: [NH:1]1[C:5]2[CH:6]=[CH:7][CH:8]=[CH:9][C:4]=2[N:3]=[C:2]1[CH:10]([NH:20][C:21]([NH:23][CH:37]1[CH2:38][CH2:39][N:34]([CH3:33])[CH2:35][CH2:36]1)=[O:22])[CH2:11][C:12]1[CH:17]=[CH:16][C:15]([O:18][CH3:19])=[CH:14][CH:13]=1. (3) The product is: [CH:1]12[CH2:8][CH:7]3[CH2:6][CH:5]([CH2:4][CH:3]([CH2:9]3)[CH:2]1[C:11]1[CH:12]=[CH:13][C:14]([O:17][CH2:18][CH:20]3[CH2:21][O:22]3)=[CH:15][CH:16]=1)[CH2:10]2. Given the reactants [CH:1]12[CH2:10][CH:5]3[CH2:6][CH:7]([CH2:9][CH:3]([CH2:4]3)[CH:2]1[C:11]1[CH:16]=[CH:15][C:14]([OH:17])=[CH:13][CH:12]=1)[CH2:8]2.[CH2:18]([CH:20]1[O:22][CH2:21]1)Cl, predict the reaction product. (4) Given the reactants Cl.[Cl:2][C:3]1[CH:4]=[CH:5][C:6]2[CH2:12][CH2:11][C:10]3[CH:13]=[CH:14][CH:15]=[CH:16][C:9]=3[N:8]([CH2:17][CH2:18][NH2:19])[C:7]=2[CH:20]=1.C(N(CC)CC)C.[Cl:28][C:29]1[CH:34]=[CH:33][C:32]([S:35](Cl)(=[O:37])=[O:36])=[CH:31][CH:30]=1, predict the reaction product. The product is: [Cl:28][C:29]1[CH:34]=[CH:33][C:32]([S:35]([NH:19][CH2:18][CH2:17][N:8]2[C:9]3[CH:16]=[CH:15][CH:14]=[CH:13][C:10]=3[CH2:11][CH2:12][C:6]3[CH:5]=[CH:4][C:3]([Cl:2])=[CH:20][C:7]2=3)(=[O:37])=[O:36])=[CH:31][CH:30]=1. (5) Given the reactants Br[CH2:2][C:3]([O:5][CH2:6][CH3:7])=[O:4].[CH3:8][NH:9][CH:10]1[CH2:15][CH2:14][CH2:13][CH2:12][CH2:11]1.C([O-])([O-])=O.[K+].[K+], predict the reaction product. The product is: [CH:10]1([N:9]([CH3:8])[CH2:2][C:3]([O:5][CH2:6][CH3:7])=[O:4])[CH2:15][CH2:14][CH2:13][CH2:12][CH2:11]1. (6) Given the reactants [NH2:1][CH:2]([CH3:18])[C:3]([O:5][CH2:6][CH2:7][CH2:8][CH2:9][CH2:10][CH2:11][CH2:12][CH2:13][CH2:14][CH2:15][CH2:16][CH3:17])=[O:4].C(=O)(O)[O-].[Na+].[CH2:24]([CH2:26]N)[OH:25], predict the reaction product. The product is: [OH:25][CH2:24][CH2:26][NH:1][CH:2]([CH3:18])[C:3]([O:5][CH2:6][CH2:7][CH2:8][CH2:9][CH2:10][CH2:11][CH2:12][CH2:13][CH2:14][CH2:15][CH2:16][CH3:17])=[O:4]. (7) Given the reactants [C:1]([NH:5][C:6]1[CH:7]=[C:8]([CH:53]=[CH:54][C:55]=1[F:56])[C:9]([NH:11][C:12]1[CH:17]=[C:16]([C:18]2[NH:26][C:25]3[C:24]4([CH2:31][CH2:30][CH2:29][N:28](C(OC(C)(C)C)=O)[CH2:27]4)[CH2:23][N:22](CC4C(OC)=CC(OC)=CC=4OC)[C:21](=[O:52])[C:20]=3[CH:19]=2)[CH:15]=[CH:14][N:13]=1)=[O:10])(=[O:4])[CH:2]=[CH2:3].FC(F)(F)C(O)=O, predict the reaction product. The product is: [C:1]([NH:5][C:6]1[CH:7]=[C:8]([CH:53]=[CH:54][C:55]=1[F:56])[C:9]([NH:11][C:12]1[CH:17]=[C:16]([C:18]2[NH:26][C:25]3[C:24]4([CH2:31][CH2:30][CH2:29][NH:28][CH2:27]4)[CH2:23][NH:22][C:21](=[O:52])[C:20]=3[CH:19]=2)[CH:15]=[CH:14][N:13]=1)=[O:10])(=[O:4])[CH:2]=[CH2:3].